Dataset: Catalyst prediction with 721,799 reactions and 888 catalyst types from USPTO. Task: Predict which catalyst facilitates the given reaction. (1) Reactant: [I-].[Na+].[Cl-].[Al+3].[Cl-].[Cl-].[Cl:7][C:8]1[C:9]2[CH:25]=[C:24]([O:26]C)[C:23]([O:28]C)=[CH:22][C:10]=2[S:11][C:12]=1[C:13]([N:15]1[CH2:20][CH2:19][CH:18]([OH:21])[CH2:17][CH2:16]1)=[O:14].Cl.[O-]S([O-])=O.[Na+].[Na+]. Product: [Cl:7][C:8]1[C:9]2[CH:25]=[C:24]([OH:26])[C:23]([OH:28])=[CH:22][C:10]=2[S:11][C:12]=1[C:13]([N:15]1[CH2:16][CH2:17][CH:18]([OH:21])[CH2:19][CH2:20]1)=[O:14]. The catalyst class is: 47. (2) Reactant: [C:1]([N:8]1[CH:12]=[CH:11]N=C1)([N:3]1[CH:7]=[CH:6]N=C1)=[O:2].[C:13]1([O:19][C:20]([N:22]2[C:30]3[C:25](=[CH:26][CH:27]=C(N)C=3)[C:24]([CH3:33])([CH3:32])[CH2:23]2)=[O:21])[CH:18]=[CH:17][CH:16]=[CH:15][CH:14]=1.NC1C=[CH:51][C:38]([O:39][C:40]2[CH:45]=[CH:44][N:43]=[C:42]([NH:46][CH2:47][CH2:48][CH2:49][OH:50])[N:41]=2)=[CH:37][CH:36]=1. Product: [C:13]1([O:19][C:20]([N:22]2[C:30]3[C:25](=[CH:26][CH:27]=[C:12]([NH:8][C:1]([NH:3][C:7]4[CH:6]=[CH:51][C:38]([O:39][C:40]5[CH:45]=[CH:44][N:43]=[C:42]([NH:46][CH2:47][CH2:48][CH2:49][OH:50])[N:41]=5)=[CH:37][CH:36]=4)=[O:2])[CH:11]=3)[C:24]([CH3:32])([CH3:33])[CH2:23]2)=[O:21])[CH:14]=[CH:15][CH:16]=[CH:17][CH:18]=1. The catalyst class is: 1. (3) Reactant: Br[C:2]1[C:11]2[C:6](=[CH:7][CH:8]=[CH:9][CH:10]=2)[CH:5]=[C:4]([NH:12][C:13]([C:15]2([C:18]3[CH:28]=[CH:27][C:21]4[O:22][C:23]([F:26])([F:25])[O:24][C:20]=4[CH:19]=3)[CH2:17][CH2:16]2)=[O:14])[N:3]=1.CC1(C)C(C)(C)OC([C:37]2[CH:45]=[C:44]3[C:40]([CH2:41][NH:42][C:43]3=[O:46])=[CH:39][CH:38]=2)O1.C(=O)([O-])[O-].[Na+].[Na+]. Product: [F:25][C:23]1([F:26])[O:22][C:21]2[CH:27]=[CH:28][C:18]([C:15]3([C:13]([NH:12][C:4]4[N:3]=[C:2]([C:37]5[CH:45]=[C:44]6[C:40](=[CH:39][CH:38]=5)[CH2:41][NH:42][C:43]6=[O:46])[C:11]5[C:6]([CH:5]=4)=[CH:7][CH:8]=[CH:9][CH:10]=5)=[O:14])[CH2:17][CH2:16]3)=[CH:19][C:20]=2[O:24]1. The catalyst class is: 104. (4) Reactant: Br[C:2]1[CH:7]=[CH:6][CH:5]=[CH:4][C:3]=1[O:8][CH3:9].[F:10][C:11]([F:22])([F:21])[C:12]1[CH:17]=[CH:16][C:15](B(O)O)=[CH:14][CH:13]=1.[F-].[K+]. Product: [CH3:9][O:8][C:3]1[CH:4]=[CH:5][CH:6]=[CH:7][C:2]=1[C:15]1[CH:16]=[CH:17][C:12]([C:11]([F:22])([F:21])[F:10])=[CH:13][CH:14]=1. The catalyst class is: 1. (5) Reactant: [CH3:1][C:2]1[CH:7]=[C:6]([N:8]2[CH2:12][CH2:11][CH:10]([N:13]3[CH2:17][CH2:16][CH2:15][CH:14]3[CH3:18])[CH2:9]2)[CH:5]=[CH:4][C:3]=1[NH2:19].[F:20][C:21]1[CH:29]=[CH:28][CH:27]=[CH:26][C:22]=1[C:23](Cl)=[O:24].N1C=CC=CC=1.CO. Product: [F:20][C:21]1[CH:29]=[CH:28][CH:27]=[CH:26][C:22]=1[C:23]([NH:19][C:3]1[CH:4]=[CH:5][C:6]([N:8]2[CH2:12][CH2:11][CH:10]([N:13]3[CH2:17][CH2:16][CH2:15][CH:14]3[CH3:18])[CH2:9]2)=[CH:7][C:2]=1[CH3:1])=[O:24]. The catalyst class is: 2. (6) Reactant: [C:1]([C:3]1([NH:11][C:12]([C:14]2[N:18]3[CH:19]=[CH:20][CH:21]=[C:22]([O:23][CH2:24][C:25]4[C:30]([F:31])=[CH:29][CH:28]=[CH:27][C:26]=4[F:32])[C:17]3=[N:16][C:15]=2[CH3:33])=[O:13])[CH2:8][O:7][C:6]([CH3:10])([CH3:9])[O:5][CH2:4]1)#[N:2].[Cl-].[NH4+].[N-:36]=[N+:37]=[N-:38].[Na+]. Product: [F:31][C:30]1[CH:29]=[CH:28][CH:27]=[C:26]([F:32])[C:25]=1[CH2:24][O:23][C:22]1[C:17]2[N:18]([C:14]([C:12]([NH:11][C:3]3([C:1]4[N:36]=[N:37][NH:38][N:2]=4)[CH2:8][O:7][C:6]([CH3:10])([CH3:9])[O:5][CH2:4]3)=[O:13])=[C:15]([CH3:33])[N:16]=2)[CH:19]=[CH:20][CH:21]=1. The catalyst class is: 3.